From a dataset of Forward reaction prediction with 1.9M reactions from USPTO patents (1976-2016). Predict the product of the given reaction. (1) Given the reactants C([O:3][C:4]([C:6]1[C:7]([CH3:18])=[N:8][C:9]2[C:14]([CH:15]=1)=[C:13]([CH3:16])[CH:12]=[C:11]([CH3:17])[CH:10]=2)=O)C.C1(C)C=CC=CC=1.CO.[K].C(C(C(C([O-])=O)O)O)([O-])=O.[Na+].[Na+], predict the reaction product. The product is: [CH3:18][C:7]1[C:6]([CH2:4][OH:3])=[CH:15][C:14]2[C:9](=[CH:10][C:11]([CH3:17])=[CH:12][C:13]=2[CH3:16])[N:8]=1. (2) Given the reactants [F:1][C:2]1[CH:7]=[CH:6][CH:5]=[CH:4][C:3]=1[N:8]1[CH2:13][CH2:12][NH:11][CH2:10][CH2:9]1.[C:14]1([C:22]2[CH:27]=[CH:26][CH:25]=[CH:24][CH:23]=2)[CH:19]=[CH:18][CH:17]=[C:16]([CH:20]=O)[CH:15]=1.[BH-](OC(C)=O)(OC(C)=O)OC(C)=O.[Na+].C1(C2C=CC=CC=2)C=CC=CC=1CN1CCN(C2C=CC=CC=2)CC1, predict the reaction product. The product is: [C:14]1([C:22]2[CH:23]=[CH:24][CH:25]=[CH:26][CH:27]=2)[CH:19]=[CH:18][CH:17]=[C:16]([CH2:20][N:11]2[CH2:12][CH2:13][N:8]([C:3]3[CH:4]=[CH:5][CH:6]=[CH:7][C:2]=3[F:1])[CH2:9][CH2:10]2)[CH:15]=1. (3) Given the reactants FC(F)(F)S(O[C:7]1[N:8]=[CH:9][C:10]2[C:15]([CH:16]=1)=[C:14]([NH:17][CH:18]1[CH2:23][CH2:22][CH2:21][CH2:20][CH2:19]1)[N:13]=[CH:12][CH:11]=2)(=O)=O.[CH3:26][O:27][C:28]1[CH:34]=[C:33]([C:35]2[CH:36]=[N:37][N:38]([CH3:40])[CH:39]=2)[CH:32]=[CH:31][C:29]=1[NH2:30], predict the reaction product. The product is: [CH:18]1([NH:17][C:14]2[C:15]3[C:10](=[CH:9][N:8]=[C:7]([NH:30][C:29]4[CH:31]=[CH:32][C:33]([C:35]5[CH:36]=[N:37][N:38]([CH3:40])[CH:39]=5)=[CH:34][C:28]=4[O:27][CH3:26])[CH:16]=3)[CH:11]=[CH:12][N:13]=2)[CH2:23][CH2:22][CH2:21][CH2:20][CH2:19]1. (4) Given the reactants [CH:1]1([N:5]2[CH2:11][CH2:10][C:9]3[CH:12]=[C:13]([OH:16])[CH:14]=[CH:15][C:8]=3[CH2:7][CH2:6]2)[CH2:4][CH2:3][CH2:2]1.[F:17][C:18]1[CH:19]=[C:20]([CH:23]=[CH:24][C:25]=1F)[C:21]#[N:22].C(=O)([O-])[O-].[K+].[K+], predict the reaction product. The product is: [CH:1]1([N:5]2[CH2:6][CH2:7][C:8]3[CH:15]=[CH:14][C:13]([O:16][C:25]4[CH:24]=[CH:23][C:20]([C:21]#[N:22])=[CH:19][C:18]=4[F:17])=[CH:12][C:9]=3[CH2:10][CH2:11]2)[CH2:4][CH2:3][CH2:2]1. (5) Given the reactants [CH3:1][S:2]([CH3:5])(=O)=[O:3].F[B-](F)(F)F.BrC1C=CC([N+]#N)=CC=1.C(N(CC)C(C)C)(C)C.[Br:29][C:30]1[CH:35]=[CH:34][C:33]([N:36]2[CH2:41][CH2:40][CH:39]([CH2:42][NH2:43])[CH2:38][CH2:37]2)=[CH:32][CH:31]=1.FC(F)(F)C(O)=O, predict the reaction product. The product is: [Br:29][C:30]1[CH:35]=[CH:34][C:33]([N:36]2[CH2:37][CH2:38][CH:39]([CH2:42][N:43]=[S:2]([CH3:5])([CH3:1])=[O:3])[CH2:40][CH2:41]2)=[CH:32][CH:31]=1.